Task: Predict the reactants needed to synthesize the given product.. Dataset: Full USPTO retrosynthesis dataset with 1.9M reactions from patents (1976-2016) (1) Given the product [Br:24][C:20]1[CH:19]=[C:18]([N:7]2[CH:6]=[CH:5][C:4]3[C:17]4[C:8]2=[N:9][CH:10]=[N:11][C:12]=4[CH:13]=[C:14]([O:15][CH3:16])[C:3]=3[O:2][CH3:1])[CH:23]=[CH:22][CH:21]=1, predict the reactants needed to synthesize it. The reactants are: [CH3:1][O:2][C:3]1[C:14]([O:15][CH3:16])=[CH:13][C:12]2=[C:17]3[C:4]=1[CH2:5][CH:6](O)[N:7]([C:18]1[CH:23]=[CH:22][CH:21]=[C:20]([Br:24])[CH:19]=1)[C:8]3=[N:9][CH:10]=[N:11]2.C(N(CC)CC)C.CS(Cl)(=O)=O. (2) Given the product [C:14]([C:10]1[N:11]=[C:12]([Cl:13])[C:7]2[N:8]([C:25](=[O:26])[NH:5][N:6]=2)[C:9]=1[C:18]1[CH:23]=[CH:22][CH:21]=[CH:20][C:19]=1[CH3:24])([CH3:17])([CH3:15])[CH3:16], predict the reactants needed to synthesize it. The reactants are: C([N:5]1[C:25](=[O:26])[N:8]2[C:9]([C:18]3[CH:23]=[CH:22][CH:21]=[CH:20][C:19]=3[CH3:24])=[C:10]([C:14]([CH3:17])([CH3:16])[CH3:15])[N:11]=[C:12]([Cl:13])[C:7]2=[N:6]1)(C)(C)C.[Cl-].[Cl-].[Cl-].[Al+3]. (3) The reactants are: [NH2:1][C:2]1[C:10]([N+:11]([O-:13])=[O:12])=[CH:9][C:5]([C:6]([OH:8])=[O:7])=[CH:4][C:3]=1[Br:14].[CH3:15][Si](C=[N+]=[N-])(C)C. Given the product [NH2:1][C:2]1[C:10]([N+:11]([O-:13])=[O:12])=[CH:9][C:5]([C:6]([O:8][CH3:15])=[O:7])=[CH:4][C:3]=1[Br:14], predict the reactants needed to synthesize it. (4) Given the product [C:15]([O:14][C:12]([NH:1][C:2]1[CH:6]=[CH:5][S:4][C:3]=1[C:7]([OH:9])=[O:8])=[O:11])([CH3:18])([CH3:17])[CH3:16], predict the reactants needed to synthesize it. The reactants are: [NH2:1][C:2]1[CH:6]=[CH:5][S:4][C:3]=1[C:7]([O:9]C)=[O:8].[O:11](C(OC(C)(C)C)=O)[C:12]([O:14][C:15]([CH3:18])([CH3:17])[CH3:16])=O. (5) Given the product [C:20]1([CH:19]2[C:2]3[S:1][CH:5]=[CH:4][C:3]=3[C:6](=[O:8])[O:7]2)[CH:25]=[CH:24][CH:23]=[CH:22][CH:21]=1, predict the reactants needed to synthesize it. The reactants are: [S:1]1[CH:5]=[CH:4][C:3]([C:6]([OH:8])=[O:7])=[CH:2]1.C[Si]([N-][Si](C)(C)C)(C)C.[Li+].[CH:19](=O)[C:20]1[CH:25]=[CH:24][CH:23]=[CH:22][CH:21]=1.Cl.S(Cl)(C1C=CC(C)=CC=1)(=O)=O.C([O-])(O)=O.[Na+].